From a dataset of Full USPTO retrosynthesis dataset with 1.9M reactions from patents (1976-2016). Predict the reactants needed to synthesize the given product. (1) Given the product [CH2:36]([O:35][C:33](=[O:34])[CH2:32][O:21][C:18]1[CH:19]=[CH:20][C:15]([CH2:14][CH2:13][CH2:12][CH2:11][NH:10][C:9]([O:8][CH2:1][C:2]2[CH:7]=[CH:6][CH:5]=[CH:4][CH:3]=2)=[O:22])=[CH:16][CH:17]=1)[CH3:37], predict the reactants needed to synthesize it. The reactants are: [CH2:1]([O:8][C:9](=[O:22])[NH:10][CH2:11][CH2:12][CH2:13][CH2:14][C:15]1[CH:20]=[CH:19][C:18]([OH:21])=[CH:17][CH:16]=1)[C:2]1[CH:7]=[CH:6][CH:5]=[CH:4][CH:3]=1.C(=O)([O-])[O-].[K+].[K+].[I-].[Na+].Br[CH2:32][C:33]([O:35][CH2:36][CH3:37])=[O:34]. (2) Given the product [CH2:28]([C:9]1[C:10]2[C:15](=[CH:14][CH:13]=[CH:12][C:11]=2[NH:16][C:17]([C:19]2[N:23]3[CH:24]=[CH:25][CH:26]=[CH:27][C:22]3=[N:21][CH:20]=2)=[O:18])[N:7]([CH2:6][C:3]2[CH:4]=[CH:5][N:1]([CH2:31][CH2:32][N:33]3[CH2:38][CH2:37][N:36]([C:39]([O:41][C:42]([CH3:43])([CH3:45])[CH3:44])=[O:40])[CH2:35][CH2:34]3)[N:2]=2)[N:8]=1)[CH3:29], predict the reactants needed to synthesize it. The reactants are: [NH:1]1[CH:5]=[CH:4][C:3]([CH2:6][N:7]2[C:15]3[C:10](=[C:11]([NH:16][C:17]([C:19]4[N:23]5[CH:24]=[CH:25][CH:26]=[CH:27][C:22]5=[N:21][CH:20]=4)=[O:18])[CH:12]=[CH:13][CH:14]=3)[C:9]([CH2:28][CH3:29])=[N:8]2)=[N:2]1.Br[CH2:31][CH2:32][N:33]1[CH2:38][CH2:37][N:36]([C:39]([O:41][C:42]([CH3:45])([CH3:44])[CH3:43])=[O:40])[CH2:35][CH2:34]1.O.[OH-].[Cs+]. (3) The reactants are: Br[C:2]1[CH:3]=[C:4]([CH:34]=[CH:35][CH:36]=1)[CH2:5][N:6]([C@@H:24]1[C:33]2[C:28](=[CH:29][CH:30]=[CH:31][CH:32]=2)[CH2:27][CH2:26][CH2:25]1)[C:7]([C:9]1[CH:14]=[C:13]([C:15]([OH:17])=[O:16])[C:12]([C:18]([OH:20])=[O:19])=[CH:11][C:10]=1[C:21]([OH:23])=[O:22])=[O:8].[Cl:37][C:38]1[CH:43]=[CH:42][C:41](B(O)O)=[CH:40][CH:39]=1. Given the product [Cl:37][C:38]1[CH:43]=[CH:42][C:41]([C:2]2[CH:36]=[CH:35][CH:34]=[C:4]([CH2:5][N:6]([C@@H:24]3[C:33]4[C:28](=[CH:29][CH:30]=[CH:31][CH:32]=4)[CH2:27][CH2:26][CH2:25]3)[C:7]([C:9]3[CH:14]=[C:13]([C:15]([OH:17])=[O:16])[C:12]([C:18]([OH:20])=[O:19])=[CH:11][C:10]=3[C:21]([OH:23])=[O:22])=[O:8])[CH:3]=2)=[CH:40][CH:39]=1, predict the reactants needed to synthesize it. (4) The reactants are: [C:1]([O:5][C:6](CNCCCC(O)=O)=[O:7])([CH3:4])([CH3:3])[CH3:2].F[P-](F)(F)(F)(F)F.CN(C(=[N+](C)C)[O:27]N1C2=NC=CC=C2N=N1)C.[CH:40]([N:43]([CH2:47][CH3:48])[CH:44]([CH3:46])C)([CH3:42])C.[NH:49]1[CH2:53][CH2:52]C[CH2:50]1. Given the product [CH3:50][N:49]([CH2:53][CH2:52][CH2:48][C:47](=[O:27])[N:43]1[CH2:40][CH2:42][CH2:46][CH2:44]1)[C:6](=[O:7])[O:5][C:1]([CH3:2])([CH3:3])[CH3:4], predict the reactants needed to synthesize it. (5) The reactants are: [Si]([O:18][C:19]1[CH:62]=[CH:61][C:22]([O:23][CH2:24][C@@H:25]([OH:60])[CH2:26][NH:27][CH2:28][CH2:29][C:30]2[CH:59]=[CH:58][C:33]([NH:34][CH:35]3[CH2:40][CH2:39][N:38]([C:41]([NH:43][CH2:44][CH:45]([C:52]4[CH:57]=[CH:56][CH:55]=[CH:54][CH:53]=4)[C:46]4[CH:51]=[CH:50][CH:49]=[CH:48][CH:47]=4)=[O:42])[CH2:37][CH2:36]3)=[CH:32][CH:31]=2)=[CH:21][CH:20]=1)(C(C)(C)C)(C1C=CC=CC=1)C1C=CC=CC=1. Given the product [C:46]1([CH:45]([C:52]2[CH:57]=[CH:56][CH:55]=[CH:54][CH:53]=2)[CH2:44][NH:43][C:41]([N:38]2[CH2:39][CH2:40][CH:35]([NH:34][C:33]3[CH:58]=[CH:59][C:30]([CH2:29][CH2:28][NH:27][CH2:26][C@H:25]([OH:60])[CH2:24][O:23][C:22]4[CH:61]=[CH:62][C:19]([OH:18])=[CH:20][CH:21]=4)=[CH:31][CH:32]=3)[CH2:36][CH2:37]2)=[O:42])[CH:47]=[CH:48][CH:49]=[CH:50][CH:51]=1, predict the reactants needed to synthesize it. (6) Given the product [F:18][C:19]1[CH:24]=[CH:23][C:22]([C:2]2[CH:3]=[CH:4][C:5]([C@@H:8]([NH:10][C:11](=[O:17])[O:12][C:13]([CH3:16])([CH3:15])[CH3:14])[CH3:9])=[N:6][CH:7]=2)=[CH:21][C:20]=1[CH3:28], predict the reactants needed to synthesize it. The reactants are: Br[C:2]1[CH:3]=[CH:4][C:5]([C@@H:8]([NH:10][C:11](=[O:17])[O:12][C:13]([CH3:16])([CH3:15])[CH3:14])[CH3:9])=[N:6][CH:7]=1.[F:18][C:19]1[CH:24]=[CH:23][C:22](B(O)O)=[CH:21][C:20]=1[CH3:28].C(=O)(O)[O-].[Na+].N#N. (7) Given the product [OH:36][CH2:35][C:31]1[CH:30]=[C:29]([C:2]2[CH:7]=[C:6]([O:8][CH2:9][C:10]3[CH:17]=[CH:16][C:13]([C:14]#[N:15])=[CH:12][CH:11]=3)[N:5]=[C:4]3[CH2:18][CH2:19][CH2:20][C:3]=23)[CH:34]=[N:33][CH:32]=1, predict the reactants needed to synthesize it. The reactants are: Cl[C:2]1[CH:7]=[C:6]([O:8][CH2:9][C:10]2[CH:17]=[CH:16][C:13]([C:14]#[N:15])=[CH:12][CH:11]=2)[N:5]=[C:4]2[CH2:18][CH2:19][CH2:20][C:3]=12.CC1(C)C(C)(C)OB([C:29]2[CH:30]=[C:31]([CH2:35][OH:36])[CH:32]=[N:33][CH:34]=2)O1.C(=O)([O-])[O-].[K+].[K+]. (8) Given the product [O:5]1[CH2:6][CH2:7][O:8][CH:4]1[CH2:3][CH2:2][C:9]1([C:18]#[N:19])[C:17]2[C:12](=[CH:13][CH:14]=[CH:15][CH:16]=2)[CH2:11][CH2:10]1, predict the reactants needed to synthesize it. The reactants are: Br[CH2:2][CH2:3][CH:4]1[O:8][CH2:7][CH2:6][O:5]1.[CH:9]1([C:18]#[N:19])[C:17]2[C:12](=[CH:13][CH:14]=[CH:15][CH:16]=2)[CH2:11][CH2:10]1.[Li+].C[Si]([N-][Si](C)(C)C)(C)C. (9) Given the product [CH2:29]([O:36][C:37]1[N:42]=[CH:41][C:40]([C:2]2[C:7]([CH3:8])=[N:6][C:5]([CH3:9])=[C:4]([C@H:10]([O:16][C:17]([CH3:20])([CH3:19])[CH3:18])[C:11]([O:13][CH2:14][CH3:15])=[O:12])[C:3]=2[N:21]2[CH2:26][CH2:25][C:24]([CH3:28])([CH3:27])[CH2:23][CH2:22]2)=[CH:39][CH:38]=1)[C:30]1[CH:31]=[CH:32][CH:33]=[CH:34][CH:35]=1, predict the reactants needed to synthesize it. The reactants are: Br[C:2]1[C:3]([N:21]2[CH2:26][CH2:25][C:24]([CH3:28])([CH3:27])[CH2:23][CH2:22]2)=[C:4]([C@H:10]([O:16][C:17]([CH3:20])([CH3:19])[CH3:18])[C:11]([O:13][CH2:14][CH3:15])=[O:12])[C:5]([CH3:9])=[N:6][C:7]=1[CH3:8].[CH2:29]([O:36][C:37]1[N:42]=[CH:41][C:40](B(O)O)=[CH:39][CH:38]=1)[C:30]1[CH:35]=[CH:34][CH:33]=[CH:32][CH:31]=1.C([O-])([O-])=O.[Na+].[Na+].